Dataset: Forward reaction prediction with 1.9M reactions from USPTO patents (1976-2016). Task: Predict the product of the given reaction. (1) Given the reactants [CH3:1][C@@H:2]([C@@H:8]1[C@@:12]2([CH3:29])[CH2:13][CH2:14][C@@H:15]3[C@@:20]4([CH3:26])[CH2:21][CH2:22][C@@H:23]([OH:25])[CH2:24][C@H:19]4[C@H:18]([OH:27])[C@H:17]([OH:28])[C@H:16]3[C@@H:11]2[CH2:10][CH2:9]1)[CH2:3][CH2:4][C:5]([OH:7])=[O:6].[NH2:30][CH2:31][C:32]([OH:34])=[O:33], predict the reaction product. The product is: [NH2:30][CH2:31][C:32]([OH:34])=[O:33].[CH3:1][C@@H:2]([C@@H:8]1[C@@:12]2([CH3:29])[CH2:13][CH2:14][C@@H:15]3[C@@:20]4([CH3:26])[CH2:21][CH2:22][C@@H:23]([OH:25])[CH2:24][C@H:19]4[C@H:18]([OH:27])[C@H:17]([OH:28])[C@H:16]3[C@@H:11]2[CH2:10][CH2:9]1)[CH2:3][CH2:4][C:5]([OH:7])=[O:6]. (2) Given the reactants [Cl:1][C:2]1[CH:3]=[CH:4][C:5]([O:26][CH3:27])=[C:6]([CH:25]=1)[C:7](/[N:9]=[C:10]1\[S:11][C:12]2[C:22]([CH3:24])([CH3:23])[O:21][CH2:20][CH2:19][C:13]=2[N:14]\1[CH2:15][CH:16]([CH3:18])[CH3:17])=O.COC1C=CC(P2(SP(C3C=CC(OC)=CC=3)(=S)S2)=[S:37])=CC=1, predict the reaction product. The product is: [Cl:1][C:2]1[CH:3]=[CH:4][C:5]([O:26][CH3:27])=[C:6]([CH:25]=1)[C:7](=[S:37])/[N:9]=[C:10]1\[S:11][C:12]2[C:22]([CH3:24])([CH3:23])[O:21][CH2:20][CH2:19][C:13]=2[N:14]\1[CH2:15][CH:16]([CH3:18])[CH3:17]. (3) Given the reactants [Cl:1][C:2]1[CH:7]=[C:6]([N:8]2[C:12]3=[N:13][CH:14]=[CH:15][CH:16]=[C:11]3[N:10]=[CH:9]2)[CH:5]=[C:4]([Cl:17])[C:3]=1[CH2:18][C:19]([OH:21])=O.[CH3:22][N:23]1[CH2:28][CH2:27][N:26]([CH2:29][C:30]2[CH:35]=[CH:34][C:33]([NH2:36])=[CH:32][C:31]=2[C:37]([F:40])([F:39])[F:38])[CH2:25][CH2:24]1, predict the reaction product. The product is: [Cl:1][C:2]1[CH:7]=[C:6]([N:8]2[C:12]3=[N:13][CH:14]=[CH:15][CH:16]=[C:11]3[N:10]=[CH:9]2)[CH:5]=[C:4]([Cl:17])[C:3]=1[CH2:18][C:19]([NH:36][C:33]1[CH:34]=[CH:35][C:30]([CH2:29][N:26]2[CH2:25][CH2:24][N:23]([CH3:22])[CH2:28][CH2:27]2)=[C:31]([C:37]([F:40])([F:39])[F:38])[CH:32]=1)=[O:21]. (4) Given the reactants [C:1]([O:4][C@@H:5]1[CH2:29][CH2:28][C@@:27]2([CH3:30])[C@H:7]([CH2:8][CH2:9][C@@H:10]3[C:26]2=[CH:25][C:24](=[O:31])[C@@:23]2([CH3:32])[C@H:11]3[CH2:12][CH2:13][C@@H:14]2[C@H:15]([CH3:22])[CH2:16][CH2:17][C:18]([O:20][CH3:21])=[O:19])[CH2:6]1)(=[O:3])[CH3:2], predict the reaction product. The product is: [C:1]([O:4][C@@H:5]1[CH2:29][CH2:28][C@@:27]2([CH3:30])[C@H:7]([CH2:8][CH2:9][C@@H:10]3[C@@H:26]2[CH2:25][C:24](=[O:31])[C@@:23]2([CH3:32])[C@H:11]3[CH2:12][CH2:13][C@@H:14]2[C@H:15]([CH3:22])[CH2:16][CH2:17][C:18]([O:20][CH3:21])=[O:19])[CH2:6]1)(=[O:3])[CH3:2]. (5) Given the reactants [Cl:1][C:2]1[CH:24]=[C:23]([F:25])[C:22]([C:26]2[C:31]([F:32])=[CH:30][CH:29]=[CH:28][N:27]=2)=[CH:21][C:3]=1[C:4]([NH:6][C:7]1[N:11]([C:12]2[CH:17]=[CH:16][CH:15]=[CH:14][CH:13]=2)[N:10]=[C:9]([C:18]([OH:20])=O)[CH:8]=1)=[O:5].CCN(C(C)C)C(C)C.F[P-](F)(F)(F)(F)F.N1C2C(=NC=CC=2)N(OC(N(C)C)=[N+](C)C)N=1.[NH2:66][CH2:67][C@@H:68]([OH:70])[CH3:69], predict the reaction product. The product is: [Cl:1][C:2]1[CH:24]=[C:23]([F:25])[C:22]([C:26]2[C:31]([F:32])=[CH:30][CH:29]=[CH:28][N:27]=2)=[CH:21][C:3]=1[C:4]([NH:6][C:7]1[N:11]([C:12]2[CH:17]=[CH:16][CH:15]=[CH:14][CH:13]=2)[N:10]=[C:9]([C:18]([NH:66][CH2:67][C@@H:68]([OH:70])[CH3:69])=[O:20])[CH:8]=1)=[O:5]. (6) Given the reactants [NH2:1][C:2]1[CH:11]=[CH:10][CH:9]=[C:8]2[C:3]=1[CH:4]=[CH:5][N:6]([CH:13]([CH2:18][OH:19])[C:14]([O:16][CH3:17])=[O:15])[C:7]2=[O:12].[CH:20]1([CH2:27][C:28](O)=[O:29])[CH2:26][CH2:25][CH2:24][CH2:23][CH2:22][CH2:21]1.F[P-](F)(F)(F)(F)F.C[N+](C)=C(N(C)C)ON1C2N=CC=CC=2N=N1.C(N(CC)C(C)C)(C)C.CN(C)C=O, predict the reaction product. The product is: [CH:20]1([CH2:27][C:28]([NH:1][C:2]2[CH:11]=[CH:10][CH:9]=[C:8]3[C:3]=2[CH:4]=[CH:5][N:6]([CH:13]([CH2:18][OH:19])[C:14]([O:16][CH3:17])=[O:15])[C:7]3=[O:12])=[O:29])[CH2:26][CH2:25][CH2:24][CH2:23][CH2:22][CH2:21]1. (7) Given the reactants [OH-].[K+].[O:3]([C:10]1[CH:19]=[CH:18][CH:17]=[CH:16][C:11]=1[C:12]([NH:14][NH2:15])=[O:13])[C:4]1[CH:9]=[CH:8][CH:7]=[CH:6][CH:5]=1.[C:20](=S)=[S:21].O, predict the reaction product. The product is: [O:3]([C:10]1[CH:19]=[CH:18][CH:17]=[CH:16][C:11]=1[C:12]1[O:13][C:20]([SH:21])=[N:15][N:14]=1)[C:4]1[CH:5]=[CH:6][CH:7]=[CH:8][CH:9]=1. (8) Given the reactants C(NC(C)C)(C)C.[Li+].CC([N-]C(C)C)C.[Cl:16][C:17]1[CH:26]=[CH:25][C:24]2[C:19](=[C:20]([Cl:27])[CH:21]=[CH:22][CH:23]=2)[N:18]=1.[CH3:28][CH:29]=[O:30], predict the reaction product. The product is: [Cl:16][C:17]1[C:26]([CH:29]([OH:30])[CH3:28])=[CH:25][C:24]2[C:19](=[C:20]([Cl:27])[CH:21]=[CH:22][CH:23]=2)[N:18]=1. (9) Given the reactants [NH:1]1[CH2:9][CH2:8][CH:4]([C:5]([OH:7])=[O:6])[CH2:3][CH2:2]1.[C:10](OC(=O)C)(=[O:12])[CH3:11], predict the reaction product. The product is: [C:10]([N:1]1[CH2:9][CH2:8][CH:4]([C:5]([OH:7])=[O:6])[CH2:3][CH2:2]1)(=[O:12])[CH3:11].